The task is: Predict the product of the given reaction.. This data is from Forward reaction prediction with 1.9M reactions from USPTO patents (1976-2016). (1) Given the reactants [Si:1]([O:8][C:9]1([C:12]2[CH:17]=[CH:16][C:15]([CH:18]([CH3:22])[C:19]([OH:21])=O)=[CH:14][C:13]=2[F:23])[CH2:11][CH2:10]1)([C:4]([CH3:7])([CH3:6])[CH3:5])([CH3:3])[CH3:2].CCN(C(C)C)C(C)C.CCN=C=NCCCN(C)C.Cl.C1C=CC2N(O)N=NC=2C=1.[Cl:55][C:56]1[CH:57]=[C:58]([N:62]2[C:66]([CH2:67][NH2:68])=[CH:65][C:64]([C:69]([F:72])([F:71])[F:70])=[N:63]2)[CH:59]=[CH:60][CH:61]=1, predict the reaction product. The product is: [Si:1]([O:8][C:9]1([C:12]2[CH:17]=[CH:16][C:15]([CH:18]([CH3:22])[C:19]([NH:68][CH2:67][C:66]3[N:62]([C:58]4[CH:59]=[CH:60][CH:61]=[C:56]([Cl:55])[CH:57]=4)[N:63]=[C:64]([C:69]([F:72])([F:71])[F:70])[CH:65]=3)=[O:21])=[CH:14][C:13]=2[F:23])[CH2:10][CH2:11]1)([C:4]([CH3:7])([CH3:5])[CH3:6])([CH3:2])[CH3:3]. (2) Given the reactants F[C:2]1[CH:3]=[CH:4][C:5]([N:11]2[N:15]=[CH:14][CH:13]=[N:12]2)=[C:6]([CH:10]=1)[C:7]([OH:9])=[O:8].FC1C=CC(I)=C(C=1)C(O)=O, predict the reaction product. The product is: [N:12]1[N:11]([C:5]2[CH:4]=[CH:3][CH:2]=[CH:10][C:6]=2[C:7]([OH:9])=[O:8])[N:15]=[CH:14][CH:13]=1. (3) Given the reactants [Br:1][C:2]1[CH:3]=[CH:4][C:5]([F:9])=[C:6]([OH:8])[CH:7]=1.C(=O)([O-])[O-].[K+].[K+].[CH3:16][C:17]([CH3:19])=[O:18], predict the reaction product. The product is: [Br:1][C:2]1[CH:3]=[CH:4][C:5]([F:9])=[C:6]([CH:7]=1)[O:8][CH2:16][C@H:17]1[CH2:19][O:18]1.